Dataset: Reaction yield outcomes from USPTO patents with 853,638 reactions. Task: Predict the reaction yield, written as a fraction of the theoretical maximum amount of product (1.0 means a 100% yield; for example, 0.34 means a 34% yield). The reactants are I[C:2]1[CH:7]=[CH:6][C:5]([CH2:8][N:9]2[CH2:13][CH2:12][CH2:11][C:10]2=[O:14])=[CH:4][CH:3]=1.[CH3:15][N:16]1[CH2:21][CH2:20][C:19]2[NH:22][N:23]=[C:24]([C:25]([F:28])([F:27])[F:26])[C:18]=2[CH2:17]1.CN(C)CC(O)=O.C(=O)([O-])[O-].[K+].[K+]. The catalyst is CS(C)=O.[Cu]I. The product is [CH3:15][N:16]1[CH2:21][CH2:20][C:19]2[N:22]([C:2]3[CH:7]=[CH:6][C:5]([CH2:8][N:9]4[CH2:13][CH2:12][CH2:11][C:10]4=[O:14])=[CH:4][CH:3]=3)[N:23]=[C:24]([C:25]([F:27])([F:26])[F:28])[C:18]=2[CH2:17]1. The yield is 0.110.